Dataset: Forward reaction prediction with 1.9M reactions from USPTO patents (1976-2016). Task: Predict the product of the given reaction. (1) Given the reactants [C:1]1([N:7]([C:21]2[CH:26]=[CH:25][C:24](B3OC(C)(C)C(C)(C)O3)=[CH:23][CH:22]=2)[C:8]2[CH:20]=[CH:19][C:11]3[O:12][C:13]4[CH:18]=[CH:17][CH:16]=[CH:15][C:14]=4[C:10]=3[CH:9]=2)[CH:6]=[CH:5][CH:4]=[CH:3][CH:2]=1.Br[C:37]1[CH:38]=[CH:39][C:40]2[NH:41][C:42]3[C:47]([C:48]=2[CH:49]=1)=[CH:46][CH:45]=[CH:44][CH:43]=3.C1(P(C2CCCCC2)C2C=CC=CC=2C2C(OC)=CC=CC=2OC)CCCCC1.[O-]P([O-])([O-])=O.[K+].[K+].[K+], predict the reaction product. The product is: [CH:39]1[C:40]2[NH:41][C:42]3[C:47](=[CH:46][CH:45]=[CH:44][CH:43]=3)[C:48]=2[CH:49]=[C:37]([C:24]2[CH:23]=[CH:22][C:21]([N:7]([C:1]3[CH:6]=[CH:5][CH:4]=[CH:3][CH:2]=3)[C:8]3[CH:20]=[CH:19][C:11]4[O:12][C:13]5[CH:18]=[CH:17][CH:16]=[CH:15][C:14]=5[C:10]=4[CH:9]=3)=[CH:26][CH:25]=2)[CH:38]=1. (2) Given the reactants Br[CH2:2][C:3]([C:5]1[C:14]2[C:9](=[CH:10][CH:11]=[CH:12][CH:13]=2)[N:8]=[CH:7][CH:6]=1)=O.[C:15](=[S:18])([S-:17])[NH2:16].[NH4+], predict the reaction product. The product is: [N:8]1[C:9]2[C:14](=[CH:13][CH:12]=[CH:11][CH:10]=2)[C:5]([C:3]2[N:16]=[C:15]([SH:18])[S:17][CH:2]=2)=[CH:6][CH:7]=1.